This data is from Full USPTO retrosynthesis dataset with 1.9M reactions from patents (1976-2016). The task is: Predict the reactants needed to synthesize the given product. (1) Given the product [Br:1][CH2:2][C:3]1[CH:8]=[CH:7][C:6]([C:9]2[N:13]=[CH:12][O:11][N:10]=2)=[CH:5][C:4]=1[F:14], predict the reactants needed to synthesize it. The reactants are: [Br:1][CH:2](Br)[C:3]1[CH:8]=[CH:7][C:6]([C:9]2[N:13]=[CH:12][O:11][N:10]=2)=[CH:5][C:4]=1[F:14].C(N(C(C)C)CC)(C)C.P([O-])(OCC)OCC. (2) Given the product [Cl:22][C:23]1[CH:28]=[CH:27][C:26]([NH:29][C:30]([O:1][CH2:2][CH2:3][C:4]2[CH:5]=[C:6]([CH:17]=[CH:18][C:19]=2[O:20][CH3:21])[CH2:7][CH:8]([C:9]([O:11][CH3:12])=[O:10])[C:13]([O:15][CH3:16])=[O:14])=[O:31])=[CH:25][CH:24]=1, predict the reactants needed to synthesize it. The reactants are: [OH:1][CH2:2][CH2:3][C:4]1[CH:5]=[C:6]([CH:17]=[CH:18][C:19]=1[O:20][CH3:21])[CH2:7][CH:8]([C:13]([O:15][CH3:16])=[O:14])[C:9]([O:11][CH3:12])=[O:10].[Cl:22][C:23]1[CH:28]=[CH:27][C:26]([N:29]=[C:30]=[O:31])=[CH:25][CH:24]=1.